Dataset: Catalyst prediction with 721,799 reactions and 888 catalyst types from USPTO. Task: Predict which catalyst facilitates the given reaction. Reactant: [N:1]1([C@H:13]2[CH2:17][CH2:16][C@H:15]([NH2:18])[CH2:14]2)[C:12]2[C:4](=[CH:5][N:6]=[C:7]3[C:11]=2[CH:10]=[CH:9][NH:8]3)[N:3]=[N:2]1.[CH3:19][O:20][CH2:21][CH2:22]Br.C(=O)([O-])[O-].[K+].[K+].[ClH:30].CO. Product: [ClH:30].[CH3:19][O:20][CH2:21][CH2:22][NH:18][C@H:15]1[CH2:16][CH2:17][C@H:13]([N:1]2[C:12]3[C:4](=[CH:5][N:6]=[C:7]4[C:11]=3[CH:10]=[CH:9][NH:8]4)[N:3]=[N:2]2)[CH2:14]1. The catalyst class is: 59.